Dataset: Full USPTO retrosynthesis dataset with 1.9M reactions from patents (1976-2016). Task: Predict the reactants needed to synthesize the given product. (1) Given the product [CH3:1][O:2][C:3]1[CH:4]=[CH:5][CH:6]=[C:7]2[C:11]=1[CH:10]([NH:12][C:13]1[O:14][CH2:15][C:16]3[CH:22]=[C:21]([NH:23][C:27]([CH:24]4[CH2:26][CH2:25]4)=[O:28])[CH:20]=[CH:19][C:17]=3[N:18]=1)[CH2:9][CH2:8]2, predict the reactants needed to synthesize it. The reactants are: [CH3:1][O:2][C:3]1[CH:4]=[CH:5][CH:6]=[C:7]2[C:11]=1[CH:10]([NH:12][C:13]1[O:14][CH2:15][C:16]3[CH:22]=[C:21]([NH2:23])[CH:20]=[CH:19][C:17]=3[N:18]=1)[CH2:9][CH2:8]2.[CH:24]1([C:27](Cl)=[O:28])[CH2:26][CH2:25]1. (2) Given the product [Br:2][P:1]([Br:4])[C:15]1[CH:14]=[N:13][CH:12]=[CH:11][C:10]=1[N:5]1[CH2:9][CH2:8][CH2:7][CH2:6]1, predict the reactants needed to synthesize it. The reactants are: [P:1]([Br:4])(Br)[Br:2].[N:5]1([C:10]2[CH:15]=[CH:14][N:13]=[CH:12][CH:11]=2)[CH2:9][CH2:8][CH2:7][CH2:6]1.